This data is from Full USPTO retrosynthesis dataset with 1.9M reactions from patents (1976-2016). The task is: Predict the reactants needed to synthesize the given product. (1) Given the product [CH:7]([C@H:5]1[C:4](=[O:10])[N:11]([C:14]2[CH:15]=[CH:16][C:17]([O:20][C:21](=[O:30])[N:22]([CH3:29])[C:23]3[CH:28]=[CH:27][CH:26]=[CH:25][CH:24]=3)=[N:18][CH:19]=2)[C:12](=[S:13])[NH:6]1)([CH3:8])[CH3:9], predict the reactants needed to synthesize it. The reactants are: Cl.CO[C:4](=[O:10])[C@H:5]([CH:7]([CH3:9])[CH3:8])[NH2:6].[N:11]([C:14]1[CH:15]=[CH:16][C:17]([O:20][C:21](=[O:30])[N:22]([CH3:29])[C:23]2[CH:28]=[CH:27][CH:26]=[CH:25][CH:24]=2)=[N:18][CH:19]=1)=[C:12]=[S:13].CO.C(N(CC)CC)C. (2) Given the product [F:22][C:23]1[CH:31]=[C:30]2[C:26]([C:27]([C:32]3[NH:8][C:7]4[CH:6]=[CH:5][C:4]([N:9]5[C@@H:14]([CH3:15])[CH2:13][O:12][C@H:11]([CH2:16][N:17]([CH2:18][CH3:19])[CH2:20][CH3:21])[CH2:10]5)=[CH:3][C:2]=4[N:1]=3)=[N:28][NH:29]2)=[CH:25][CH:24]=1, predict the reactants needed to synthesize it. The reactants are: [NH2:1][C:2]1[CH:3]=[C:4]([N:9]2[C@@H:14]([CH3:15])[CH2:13][O:12][C@H:11]([CH2:16][N:17]([CH2:20][CH3:21])[CH2:18][CH3:19])[CH2:10]2)[CH:5]=[CH:6][C:7]=1[NH2:8].[F:22][C:23]1[CH:31]=[C:30]2[C:26]([C:27]([CH:32]=O)=[N:28][NH:29]2)=[CH:25][CH:24]=1. (3) Given the product [F:12][C:13]1[CH:14]=[CH:15][C:16]([OH:21])=[C:17]([C:18]2[NH:1][N:2]=[C:3]([C:5]3[C:10]([CH3:11])=[CH:9][CH:8]=[CH:7][N:6]=3)[N:4]=2)[CH:20]=1, predict the reactants needed to synthesize it. The reactants are: [NH2:1][NH:2][C:3]([C:5]1[C:10]([CH3:11])=[CH:9][CH:8]=[CH:7][N:6]=1)=[NH:4].[F:12][C:13]1[CH:14]=[CH:15][C:16]([OH:21])=[C:17]([CH:20]=1)[CH:18]=O. (4) The reactants are: Br[CH2:2]/[CH:3]=[CH:4]/[C:5]([NH:7][C:8]1[CH:9]=[C:10]2[C:15](=[CH:16][C:17]=1[O:18][CH2:19][CH3:20])[N:14]=[CH:13][N:12]=[C:11]2[NH:21][C:22]1[CH:27]=[CH:26][C:25]([Cl:28])=[C:24]([Cl:29])[C:23]=1[F:30])=[O:6].Cl.[O:32]1[C@H:37]2[CH2:38][NH:39][CH2:40][C@H:36]2[O:35][CH2:34][CH2:33]1.CCN(C(C)C)C(C)C.O. Given the product [Cl:29][C:24]1[C:23]([F:30])=[C:22]([NH:21][C:11]2[C:10]3[C:15](=[CH:16][C:17]([O:18][CH2:19][CH3:20])=[C:8]([NH:7][C:5](=[O:6])/[CH:4]=[CH:3]/[CH2:2][N:39]4[CH2:38][C@H:37]5[O:32][CH2:33][CH2:34][O:35][C@H:36]5[CH2:40]4)[CH:9]=3)[N:14]=[CH:13][N:12]=2)[CH:27]=[CH:26][C:25]=1[Cl:28], predict the reactants needed to synthesize it. (5) Given the product [CH3:1][N:2]([CH2:4][C:5]1[C:13]2[O:12][N:11]=[C:10]([CH2:14][CH2:15][CH:16]3[CH2:21][CH2:20][N:19]([CH2:37][C:38]4[CH:42]=[C:41]([CH3:43])[O:40][N:39]=4)[CH2:18][CH2:17]3)[C:9]=2[CH:8]=[CH:7][C:6]=1[O:22][CH2:23][CH:24]1[CH2:25][CH2:26]1)[CH3:3], predict the reactants needed to synthesize it. The reactants are: [CH3:1][N:2]([CH2:4][C:5]1[C:13]2[O:12][N:11]=[C:10]([CH2:14][CH2:15][CH:16]3[CH2:21][CH2:20][NH:19][CH2:18][CH2:17]3)[C:9]=2[CH:8]=[CH:7][C:6]=1[O:22][CH2:23][CH:24]1[CH2:26][CH2:25]1)[CH3:3].C(N(CC)C(C)C)(C)C.Cl[CH2:37][C:38]1[CH:42]=[C:41]([CH3:43])[O:40][N:39]=1.[OH-].[Na+].[Cl-].[Na+]. (6) Given the product [N+:11]([C:14]1[CH:19]=[CH:18][N:17]=[C:16]([CH:20]=[O:21])[CH:15]=1)([O-:13])=[O:12], predict the reactants needed to synthesize it. The reactants are: C(Cl)(=O)C(Cl)=O.CS(C)=O.[N+:11]([C:14]1[CH:19]=[CH:18][N:17]=[C:16]([CH2:20][OH:21])[CH:15]=1)([O-:13])=[O:12].C(N(CC)CC)C.